Dataset: Reaction yield outcomes from USPTO patents with 853,638 reactions. Task: Predict the reaction yield, written as a fraction of the theoretical maximum amount of product (1.0 means a 100% yield; for example, 0.34 means a 34% yield). (1) The reactants are [Br:1][C:2]1[CH:9]=[CH:8][C:5]([CH2:6]Br)=[CH:4][CH:3]=1.[N-:10]=[N+:11]=[N-:12].[Na+]. The catalyst is CN(C=O)C.O. The product is [Br:1][C:2]1[CH:9]=[CH:8][C:5]([CH2:6][N:10]=[N+:11]=[N-:12])=[CH:4][CH:3]=1. The yield is 0.920. (2) The reactants are [C:1]1([C:7]2[C:11]([C:12](=[O:14])[CH3:13])=[CH:10][O:9][N:8]=2)[CH:6]=[CH:5][CH:4]=[CH:3][CH:2]=1.[Br:15]Br. The catalyst is C(Cl)(Cl)Cl.CC(O)=O. The product is [Br:15][CH2:13][C:12]([C:11]1[C:7]([C:1]2[CH:2]=[CH:3][CH:4]=[CH:5][CH:6]=2)=[N:8][O:9][CH:10]=1)=[O:14]. The yield is 0.410. (3) The reactants are [CH:1]([C:3]1[CH:13]=[CH:12][C:6]([C:7]([O:9][CH2:10][CH3:11])=[O:8])=[C:5]([CH3:14])[CH:4]=1)=O.[C:15](=O)([O-])[O-].[K+].[K+]. The product is [CH3:14][C:5]1[CH:4]=[C:3]([CH:1]=[CH2:15])[CH:13]=[CH:12][C:6]=1[C:7]([O:9][CH2:10][CH3:11])=[O:8]. The yield is 0.720. The catalyst is O1CCOCC1.[Br-].C[P+](C1C=CC=CC=1)(C1C=CC=CC=1)C1C=CC=CC=1. (4) The reactants are C(N(CC)CC)C.[Br:8][C:9]1[CH:14]=[CH:13][C:12]([CH2:15][CH2:16][NH2:17])=[CH:11][CH:10]=1.[N+:18]([C:21]1[CH:26]=[CH:25][CH:24]=[CH:23][C:22]=1[S:27](Cl)(=[O:29])=[O:28])([O-:20])=[O:19].C(=O)([O-])O.[Na+]. The catalyst is O1CCCC1. The product is [Br:8][C:9]1[CH:14]=[CH:13][C:12]([CH2:15][CH2:16][NH:17][S:27]([C:22]2[CH:23]=[CH:24][CH:25]=[CH:26][C:21]=2[N+:18]([O-:20])=[O:19])(=[O:28])=[O:29])=[CH:11][CH:10]=1. The yield is 0.950. (5) The product is [F:22][C:15]1[CH:16]=[C:17]([C:18]([O:20][CH3:21])=[O:19])[C:11]2[O:10][C:9]([C:6]3[CH:7]=[CH:8][C:3]([CH2:2][N:25]([O:24][CH3:23])[CH3:26])=[CH:4][CH:5]=3)=[N:13][C:12]=2[CH:14]=1. The yield is 0.840. The reactants are Br[CH2:2][C:3]1[CH:8]=[CH:7][C:6]([C:9]2[O:10][C:11]3[C:17]([C:18]([O:20][CH3:21])=[O:19])=[CH:16][C:15]([F:22])=[CH:14][C:12]=3[N:13]=2)=[CH:5][CH:4]=1.[CH3:23][O:24][NH:25][CH3:26]. No catalyst specified. (6) The reactants are [H-].[Na+].Br[CH2:4][CH2:5][CH:6]([CH3:8])[CH3:7].[Br:9][C:10]1[CH:17]=[CH:16][C:13]([CH2:14][OH:15])=[CH:12][CH:11]=1.[Cl-].[NH4+]. The catalyst is CN(C)C=O. The product is [Br:9][C:10]1[CH:17]=[CH:16][C:13]([CH2:14][O:15][CH2:4][CH2:5][CH:6]([CH3:8])[CH3:7])=[CH:12][CH:11]=1. The yield is 0.850. (7) The reactants are Cl[C:2]1[N:7]=[C:6]([C:8]2[N:12]3[CH:13]=[CH:14][CH:15]=[CH:16][C:11]3=[N:10][C:9]=2[C:17]2[CH:18]=[C:19]([CH:31]=[CH:32][CH:33]=2)[C:20]([NH:22][C:23]2[C:28]([F:29])=[CH:27][CH:26]=[CH:25][C:24]=2[F:30])=[O:21])[CH:5]=[CH:4][N:3]=1.[CH3:34][C:35]1[C:36]([N:44]2[CH2:49][CH2:48][N:47]([S:50]([CH3:53])(=[O:52])=[O:51])[CH2:46][CH2:45]2)=[CH:37][C:38]([O:42][CH3:43])=[C:39]([CH:41]=1)[NH2:40].C1(C)C=CC(S(O)(=O)=O)=CC=1.C(O)C(F)(F)F.N. The catalyst is CO.C(Cl)Cl. The product is [F:30][C:24]1[CH:25]=[CH:26][CH:27]=[C:28]([F:29])[C:23]=1[NH:22][C:20](=[O:21])[C:19]1[CH:31]=[CH:32][CH:33]=[C:17]([C:9]2[N:10]=[C:11]3[CH:16]=[CH:15][CH:14]=[CH:13][N:12]3[C:8]=2[C:6]2[CH:5]=[CH:4][N:3]=[C:2]([NH:40][C:39]3[CH:41]=[C:35]([CH3:34])[C:36]([N:44]4[CH2:49][CH2:48][N:47]([S:50]([CH3:53])(=[O:52])=[O:51])[CH2:46][CH2:45]4)=[CH:37][C:38]=3[O:42][CH3:43])[N:7]=2)[CH:18]=1. The yield is 0.520.